This data is from Full USPTO retrosynthesis dataset with 1.9M reactions from patents (1976-2016). The task is: Predict the reactants needed to synthesize the given product. Given the product [F:19][C:15]1[CH:16]=[C:17]([F:18])[C:12]2[O:11][C:10]([C:20]([NH2:22])=[O:21])=[C:9]([NH:8][C:6](=[O:7])[C:5]3[CH:23]=[CH:24][CH:25]=[C:3]([C:1]4[NH:28][N:27]=[N:26][N:2]=4)[CH:4]=3)[C:13]=2[CH:14]=1, predict the reactants needed to synthesize it. The reactants are: [C:1]([C:3]1[CH:4]=[C:5]([CH:23]=[CH:24][CH:25]=1)[C:6]([NH:8][C:9]1[C:13]2[CH:14]=[C:15]([F:19])[CH:16]=[C:17]([F:18])[C:12]=2[O:11][C:10]=1[C:20]([NH2:22])=[O:21])=[O:7])#[N:2].[N-:26]=[N+:27]=[N-:28].[Na+].CN1CCCC1=O.Cl.